This data is from Catalyst prediction with 721,799 reactions and 888 catalyst types from USPTO. The task is: Predict which catalyst facilitates the given reaction. (1) Reactant: [C:1]([O:5][C:6]([NH:8][CH2:9][C:10]([O:12]N1C(=O)CCC1=O)=O)=[O:7])([CH3:4])([CH3:3])[CH3:2].[CH2:20]([O:25][C:26]1[CH:31]=[CH:30][C:29]([S:32]([NH2:35])(=[O:34])=[O:33])=[CH:28][CH:27]=1)[CH2:21][CH2:22][CH2:23][CH3:24].C([O-])([O-])=O.[K+].[K+]. Product: [O:12]=[C:10]([NH:35][S:32]([C:29]1[CH:28]=[CH:27][C:26]([O:25][CH2:20][CH2:21][CH2:22][CH2:23][CH3:24])=[CH:31][CH:30]=1)(=[O:33])=[O:34])[CH2:9][NH:8][C:6](=[O:7])[O:5][C:1]([CH3:2])([CH3:3])[CH3:4]. The catalyst class is: 3. (2) Reactant: [Br:1][C:2]1[C:10]([CH2:11][CH3:12])=[C:9]2[C:5]([C:6]3[CH2:16][CH2:15][O:14][C:13]([CH2:19][C:20](O)=[O:21])([CH2:17][CH3:18])[C:7]=3[NH:8]2)=[CH:4][CH:3]=1. Product: [Br:1][C:2]1[C:10]([CH2:11][CH3:12])=[C:9]2[C:5]([C:6]3[CH2:16][CH2:15][O:14][C:13]([CH2:19][CH2:20][OH:21])([CH2:17][CH3:18])[C:7]=3[NH:8]2)=[CH:4][CH:3]=1. The catalyst class is: 1. (3) The catalyst class is: 1. Product: [Cl:21][C:14]1[CH:15]=[CH:16][C:17]2[C:18](=[O:19])[NH:1][C:2]3[CH:3]=[C:4]([C:5]([OH:7])=[O:6])[CH:8]=[CH:9][C:10]=3[S:11][C:12]=2[CH:13]=1. Reactant: [NH2:1][C:2]1[CH:3]=[C:4]([CH:8]=[CH:9][C:10]=1[S:11][C:12]1[C:17]([C:18](O)=[O:19])=[CH:16][CH:15]=[C:14]([Cl:21])[CH:13]=1)[C:5]([OH:7])=[O:6].Cl.O. (4) Reactant: [CH3:1][C:2](O)([CH3:4])[CH3:3].Cl[C:7]1[C:12]([C:13]([O:15][CH2:16][CH3:17])=[O:14])=[CH:11][N:10]=[C:9]2[N:18]([CH2:21][CH3:22])[N:19]=[CH:20][C:8]=12.CC[N:25](C(C)C)C(C)C. Product: [CH3:1][C:2]([NH:25][C:7]1[C:12]([C:13]([O:15][CH2:16][CH3:17])=[O:14])=[CH:11][N:10]=[C:9]2[N:18]([CH2:21][CH3:22])[N:19]=[CH:20][C:8]=12)([CH3:4])[CH3:3]. The catalyst class is: 10. (5) Reactant: [ClH:1].[CH2:2]([N:9]([CH2:16][CH:17]1[CH2:20][CH2:19][N:18]1C(OC(C)(C)C)=O)[CH:10]([CH3:15])[C:11]([O:13][CH3:14])=[O:12])[C:3]1[CH:8]=[CH:7][CH:6]=[CH:5][CH:4]=1. Product: [ClH:1].[NH:18]1[CH2:19][CH2:20][CH:17]1[CH2:16][N:9]([CH2:2][C:3]1[CH:8]=[CH:7][CH:6]=[CH:5][CH:4]=1)[C@H:10]([C:11]([O:13][CH3:14])=[O:12])[CH3:15]. The catalyst class is: 12. (6) Reactant: [Br:1][C:2]1[CH:7]=[C:6]([F:8])[CH:5]=[C:4]([Br:9])[C:3]=1I.C([Mg]Cl)(C)C.CN([CH:19]=[O:20])C. Product: [Br:1][C:2]1[CH:7]=[C:6]([F:8])[CH:5]=[C:4]([Br:9])[C:3]=1[CH:19]=[O:20]. The catalyst class is: 11. (7) Reactant: [O:1]1[CH:5]=[CH:4][CH:3]=[C:2]1B(O)O.C(=O)([O-])[O-].[Na+].[Na+].Br[C:16]1[CH:36]=[CH:35][C:19]([O:20][C@@H:21]([CH2:27][CH2:28][C:29]2[CH:34]=[CH:33][CH:32]=[CH:31][CH:30]=2)[C:22]([O:24][CH2:25][CH3:26])=[O:23])=[CH:18][CH:17]=1. Product: [O:1]1[CH:5]=[CH:4][CH:3]=[C:2]1[C:16]1[CH:36]=[CH:35][C:19]([O:20][C@@H:21]([CH2:27][CH2:28][C:29]2[CH:34]=[CH:33][CH:32]=[CH:31][CH:30]=2)[C:22]([O:24][CH2:25][CH3:26])=[O:23])=[CH:18][CH:17]=1. The catalyst class is: 437. (8) Reactant: [CH3:1][O:2][C:3]1[CH:10]=[CH:9][C:6]([CH:7]=O)=[CH:5][CH:4]=1.[CH3:11][NH2:12].[BH4-].[Na+]. Product: [CH3:11][NH:12][CH2:7][C:6]1[CH:9]=[CH:10][C:3]([O:2][CH3:1])=[CH:4][CH:5]=1. The catalyst class is: 8.